This data is from Forward reaction prediction with 1.9M reactions from USPTO patents (1976-2016). The task is: Predict the product of the given reaction. (1) Given the reactants [CH3:1][O:2][C:3]1[CH:20]=[C:19]([O:21][CH3:22])[CH:18]=[CH:17][C:4]=1[C:5]([C:7]1[CH:12]=[CH:11][C:10](OCCO)=[CH:9][CH:8]=1)=[O:6].[C:23]([O:26][C:27](=O)[CH3:28])(=[O:25])[CH3:24].C(N(CC)CC)C.O, predict the reaction product. The product is: [CH3:1][O:2][C:3]1[CH:20]=[C:19]([O:21][CH3:22])[CH:18]=[CH:17][C:4]=1[C:5]([C:7]1[CH:8]=[CH:9][C:10]([CH2:28][CH2:27][O:26][C:23](=[O:25])[CH3:24])=[CH:11][CH:12]=1)=[O:6]. (2) Given the reactants [CH2:1]([O:3][C:4](=[O:24])[CH2:5][CH:6]1[O:10][B:9]([OH:11])[C:8]2[CH:12]=[C:13]([O:16][C:17]3[CH:22]=[CH:21][N:20]=[C:19](Cl)[N:18]=3)[CH:14]=[CH:15][C:7]1=2)[CH3:2].[CH2:25]([NH2:32])[C:26]1[CH:31]=[CH:30][CH:29]=[CH:28][CH:27]=1, predict the reaction product. The product is: [CH2:1]([O:3][C:4](=[O:24])[CH2:5][CH:6]1[O:10][B:9]([OH:11])[C:8]2[CH:12]=[C:13]([O:16][C:17]3[CH:22]=[CH:21][N:20]=[C:19]([NH:32][CH2:25][C:26]4[CH:31]=[CH:30][CH:29]=[CH:28][CH:27]=4)[N:18]=3)[CH:14]=[CH:15][C:7]1=2)[CH3:2]. (3) Given the reactants [Br:1][C:2]1[CH:3]=[CH:4][C:5](F)=[C:6]([C:8]([CH:10]2[C:19]([OH:21])([CH3:20])[CH2:18][CH2:17][C:12]3([O:16][CH2:15][CH2:14][O:13]3)[CH2:11]2)=[O:9])[CH:7]=1.[H-].[Na+].O.C(=O)([O-])[O-].[K+].[K+], predict the reaction product. The product is: [Br:1][C:2]1[CH:7]=[C:6]2[C:5]([O:21][C:19]3([CH3:20])[CH:10]([C:8]2=[O:9])[CH2:11][C:12]2([O:16][CH2:15][CH2:14][O:13]2)[CH2:17][CH2:18]3)=[CH:4][CH:3]=1. (4) Given the reactants NCC1C=NC=CC=1.[S:9]1[C:13]([CH2:14][NH2:15])=[CH:12][N:11]=[CH:10]1.[F:16][C:17]1([F:36])[CH2:19][CH:18]1[CH2:20][N:21]1[CH2:25][CH2:24][N:23]([C:26]2[S:27][C:28]([C:32]([OH:34])=O)=[C:29]([CH3:31])[N:30]=2)[C:22]1=[O:35], predict the reaction product. The product is: [F:36][C:17]1([F:16])[CH2:19][CH:18]1[CH2:20][N:21]1[CH2:25][CH2:24][N:23]([C:26]2[S:27][C:28]([C:32]([NH:15][CH2:14][C:13]3[S:9][CH:10]=[N:11][CH:12]=3)=[O:34])=[C:29]([CH3:31])[N:30]=2)[C:22]1=[O:35].